This data is from Experimentally validated miRNA-target interactions with 360,000+ pairs, plus equal number of negative samples. The task is: Binary Classification. Given a miRNA mature sequence and a target amino acid sequence, predict their likelihood of interaction. The miRNA is hsa-miR-582-5p with sequence UUACAGUUGUUCAACCAGUUACU. The protein sequence of the target gene is MDFSVKVDIEKEVTCPICLELLTEPLSLDCGHSFCQACITAKIKESVIISRGESSCPVCQTRFQPGNLRPNRHLANIVERVKEVKMSPQEGQKRDVCEHHGKKLQIFCKEDGKVICWVCELSQEHQGHQTFRINEVVKECQEKLQVALQRLIKEDQEAEKLEDDIRQERTAWKNYIQIERQKILKGFNEMRVILDNEEQRELQKLEEGEVNVLDNLAAATDQLVQQRQDASTLISDLQRRLRGSSVEMLQDVIDVMKRSESWTLKKPKSVSKKLKSVFRVPDLSGMLQVLKELTDVQYYW.... Result: 0 (no interaction).